This data is from Forward reaction prediction with 1.9M reactions from USPTO patents (1976-2016). The task is: Predict the product of the given reaction. (1) Given the reactants [CH3:1][C@@H:2]1[CH2:6][CH2:5][CH2:4][N:3]1[CH2:7][CH2:8][C:9]1[CH:14]=[CH:13][C:12]([C:15]2[CH:20]=[CH:19][C:18]([C:21]3([C:26](O)=[O:27])[CH2:25][CH2:24][CH2:23][CH2:22]3)=[CH:17][CH:16]=2)=[CH:11][CH:10]=1.Cl.[NH2:30][C@H:31]1[CH2:36][CH2:35][CH2:34][CH2:33][C@@H:32]1[C:37]([O:39][CH2:40][CH3:41])=[O:38].CN(C(ON1N=NC2C=CC=NC1=2)=[N+](C)C)C.F[P-](F)(F)(F)(F)F.Cl, predict the reaction product. The product is: [CH3:1][C@@H:2]1[CH2:6][CH2:5][CH2:4][N:3]1[CH2:7][CH2:8][C:9]1[CH:10]=[CH:11][C:12]([C:15]2[CH:16]=[CH:17][C:18]([C:21]3([C:26]([NH:30][C@@H:31]4[CH2:36][CH2:35][CH2:34][CH2:33][C@H:32]4[C:37]([O:39][CH2:40][CH3:41])=[O:38])=[O:27])[CH2:22][CH2:23][CH2:24][CH2:25]3)=[CH:19][CH:20]=2)=[CH:13][CH:14]=1. (2) Given the reactants [O:1]1[CH2:5][CH2:4][O:3][CH:2]1[C:6]1[CH:11]=[CH:10][C:9]([C:12]2[C:21]([C:22]3[CH:27]=[CH:26][CH:25]=[CH:24][CH:23]=3)=[CH:20][C:19]3[C:14](=[CH:15][CH:16]=[N:17][C:18]=3[NH:28][NH2:29])[N:13]=2)=[CH:8][CH:7]=1.C1C=CC2N(O)N=NC=2C=1.[CH3:40][N:41]1[CH:45]=[C:44]([C:46](O)=O)[N:43]=[CH:42]1.C(Cl)CCl, predict the reaction product. The product is: [O:3]1[CH2:4][CH2:5][O:1][CH:2]1[C:6]1[CH:11]=[CH:10][C:9]([C:12]2[C:21]([C:22]3[CH:27]=[CH:26][CH:25]=[CH:24][CH:23]=3)=[CH:20][C:19]3[C:18]4=[N:28][N:29]=[C:46]([C:44]5[N:43]=[CH:42][N:41]([CH3:40])[CH:45]=5)[N:17]4[CH:16]=[CH:15][C:14]=3[N:13]=2)=[CH:8][CH:7]=1. (3) Given the reactants [CH3:1][C:2]1([CH3:16])[C:6]([CH3:8])([CH3:7])[O:5][B:4]([C:9]2[CH:15]=[CH:14][C:12]([NH2:13])=[CH:11][CH:10]=2)[O:3]1.N1C=CC=CC=1.Cl[C:24]([O:26][CH3:27])=[O:25], predict the reaction product. The product is: [CH3:27][O:26][C:24](=[O:25])[NH:13][C:12]1[CH:14]=[CH:15][C:9]([B:4]2[O:3][C:2]([CH3:16])([CH3:1])[C:6]([CH3:7])([CH3:8])[O:5]2)=[CH:10][CH:11]=1. (4) Given the reactants [F:1][C:2]1[CH:3]=[C:4]([CH:7]=[CH:8][C:9]=1[C:10]([F:13])([F:12])[F:11])[CH2:5][NH2:6].[CH:14]1[C:23]2[C:18](=[C:19]([CH:24]([CH3:28])[C:25](O)=[O:26])[CH:20]=[CH:21][CH:22]=2)[CH:17]=[CH:16][N:15]=1.C1C2C(=C(CC(O)=O)C=CC=2)C=CN=1, predict the reaction product. The product is: [F:1][C:2]1[CH:3]=[C:4]([CH:7]=[CH:8][C:9]=1[C:10]([F:11])([F:12])[F:13])[CH2:5][NH:6][C:25](=[O:26])[CH:24]([C:19]1[CH:20]=[CH:21][CH:22]=[C:23]2[C:18]=1[CH:17]=[CH:16][N:15]=[CH:14]2)[CH3:28]. (5) Given the reactants [CH3:1][C:2]1[N:3]=[C:4]2[C:13]3[NH:12][C@H:11]([C:14]4[CH:19]=[CH:18][CH:17]=[CH:16][CH:15]=4)[C@@H:10]([OH:20])[C@:9]([CH3:22])(O)[C:8]=3[CH:7]=[CH:6][N:5]2[C:23]=1[CH3:24].S(=O)(=O)(O)O.C(=O)([O-])O.[Na+], predict the reaction product. The product is: [CH3:1][C:2]1[N:3]=[C:4]2[C:13]3[NH:12][C@H:11]([C:14]4[CH:19]=[CH:18][CH:17]=[CH:16][CH:15]=4)[C@@H:10]([OH:20])[C:9](=[CH2:22])[C:8]=3[CH:7]=[CH:6][N:5]2[C:23]=1[CH3:24]. (6) Given the reactants [C:1]([C:4]1[N:5]=[C:6]([C:9]2[CH:14]=[CH:13][CH:12]=[CH:11][C:10]=2[NH:15][C:16]([O:18][CH2:19][CH:20]2[CH2:25][CH2:24][N:23](C(OC(C)(C)C)=O)[CH2:22][CH2:21]2)=[O:17])[S:7][CH:8]=1)(=[O:3])[CH3:2].[F:33][C:34]([F:39])([F:38])[C:35]([OH:37])=[O:36], predict the reaction product. The product is: [F:33][C:34]([F:39])([F:38])[C:35]([OH:37])=[O:36].[C:1]([C:4]1[N:5]=[C:6]([C:9]2[CH:14]=[CH:13][CH:12]=[CH:11][C:10]=2[NH:15][C:16](=[O:17])[O:18][CH2:19][CH:20]2[CH2:25][CH2:24][NH:23][CH2:22][CH2:21]2)[S:7][CH:8]=1)(=[O:3])[CH3:2]. (7) The product is: [NH2:1][C:2]1[C:3]([C:16]#[N:17])=[N:4][C:5]([C:8]2[CH:13]=[CH:12][C:11]([B:21]3[O:22][C:23]([CH3:25])([CH3:24])[C:19]([CH3:35])([CH3:18])[O:20]3)=[CH:10][C:9]=2[F:15])=[CH:6][N:7]=1. Given the reactants [NH2:1][C:2]1[C:3]([C:16]#[N:17])=[N:4][C:5]([C:8]2[CH:13]=[CH:12][C:11](Cl)=[CH:10][C:9]=2[F:15])=[CH:6][N:7]=1.[CH3:18][C:19]1([CH3:35])[C:23]([CH3:25])([CH3:24])[O:22][B:21]([B:21]2[O:22][C:23]([CH3:25])([CH3:24])[C:19]([CH3:35])([CH3:18])[O:20]2)[O:20]1.CC([O-])=O.[K+], predict the reaction product. (8) Given the reactants [O:1]1[CH:5]=[CH:4][C:3]([CH2:6][O:7][C:8]2[CH:16]=[CH:15][CH:14]=[C:13]3[C:9]=2[CH:10]=[C:11]([C:17]([OH:19])=O)[NH:12]3)=[CH:2]1.Cl.Cl.Cl.[NH2:23][CH:24]1[CH2:29][CH2:28][N:27]([CH2:30][C@@H:31]([N:33]2[CH2:38][CH2:37][CH:36]([OH:39])[CH2:35][CH2:34]2)[CH3:32])[CH2:26][CH2:25]1, predict the reaction product. The product is: [OH:39][CH:36]1[CH2:35][CH2:34][N:33]([C@@H:31]([CH3:32])[CH2:30][N:27]2[CH2:26][CH2:25][CH:24]([NH:23][C:17]([C:11]3[NH:12][C:13]4[C:9]([CH:10]=3)=[C:8]([O:7][CH2:6][C:3]3[CH:4]=[CH:5][O:1][CH:2]=3)[CH:16]=[CH:15][CH:14]=4)=[O:19])[CH2:29][CH2:28]2)[CH2:38][CH2:37]1. (9) Given the reactants [N:1]1([C:6]2[CH:25]=[CH:24][C:9]([CH2:10][C:11]3[C:12]([CH3:23])=[CH:13][C:14]([CH:21]=O)=[C:15]([CH:20]=3)[C:16](OC)=[O:17])=[CH:8][CH:7]=2)[CH:5]=[CH:4][CH:3]=[N:2]1.Cl.[NH2:27][C@H:28]1[CH2:32][CH2:31][CH2:30][C@@H:29]1[OH:33].C(N(CC)CC)C.S([O-])([O-])(=O)=O.[Mg+2], predict the reaction product. The product is: [OH:33][C@H:29]1[CH2:30][CH2:31][CH2:32][C@@H:28]1[N:27]1[CH2:21][C:14]2[C:15](=[CH:20][C:11]([CH2:10][C:9]3[CH:8]=[CH:7][C:6]([N:1]4[CH:5]=[CH:4][CH:3]=[N:2]4)=[CH:25][CH:24]=3)=[C:12]([CH3:23])[CH:13]=2)[C:16]1=[O:17]. (10) Given the reactants [N:1]1N=[C:3]([C:6]2C=CC=C[C:7]=2[C:12](N2CC3CN(C(OC(C)(C)C)=O)CC3C2)=[O:13])[NH:4][CH:5]=1.C(O[C:34]([N:36]1[CH2:43][CH:42]2[CH:38]([CH2:39][NH:40][CH2:41]2)[CH2:37]1)=[O:35])(C)(C)C.[F:44][C:45]1[CH:53]=[CH:52][CH:51]=[C:50]([N:54]2[N:58]=[CH:57][CH:56]=[N:55]2)[C:46]=1C(O)=O.N1N=[C:61](C2C=CC=CC=2C(O)=O)NC=1, predict the reaction product. The product is: [F:44][C:45]1[CH:53]=[CH:52][CH:51]=[C:50]([N:54]2[N:55]=[CH:56][CH:57]=[N:58]2)[C:46]=1[C:34]([N:36]1[CH2:37][CH:38]2[CH2:39][N:40]([C:5]3[N:1]=[C:7]([CH2:12][OH:13])[CH:6]=[C:3]([CH3:61])[N:4]=3)[CH2:41][CH:42]2[CH2:43]1)=[O:35].